Task: Predict the product of the given reaction.. Dataset: Forward reaction prediction with 1.9M reactions from USPTO patents (1976-2016) Given the reactants [Cl:1][C:2]1[CH:10]=[CH:9][CH:8]=[C:7]([F:11])[C:3]=1[C:4]([OH:6])=O.C1N=CN(C(N2C=NC=C2)=O)C=1.[CH2:24]([N:28]1[C:36]2[N:35]=[C:34]([Cl:37])[NH:33][C:32]=2[C:31](=[O:38])[N:30]([CH2:39][CH2:40][CH2:41][CH2:42]/[C:43](=[N:46]/[H])/[NH:44]O)[C:29]1=[O:48])[CH2:25][CH2:26][CH3:27], predict the reaction product. The product is: [CH2:24]([N:28]1[C:36]2[N:35]=[C:34]([Cl:37])[NH:33][C:32]=2[C:31](=[O:38])[N:30]([CH2:39][CH2:40][CH2:41][CH2:42][C:43]2[N:44]=[C:4]([C:3]3[C:7]([F:11])=[CH:8][CH:9]=[CH:10][C:2]=3[Cl:1])[O:6][N:46]=2)[C:29]1=[O:48])[CH2:25][CH2:26][CH3:27].